This data is from Peptide-MHC class II binding affinity with 134,281 pairs from IEDB. The task is: Regression. Given a peptide amino acid sequence and an MHC pseudo amino acid sequence, predict their binding affinity value. This is MHC class II binding data. (1) The binding affinity (normalized) is 0.0257. The peptide sequence is YESYKFIPALEAAVK. The MHC is DRB4_0101 with pseudo-sequence DRB4_0103. (2) The peptide sequence is CGSLIGMTNRATWAS. The MHC is DRB5_0101 with pseudo-sequence DRB5_0101. The binding affinity (normalized) is 0.834. (3) The peptide sequence is RIMDFIIYRFLLI. The MHC is DRB4_0101 with pseudo-sequence DRB4_0103. The binding affinity (normalized) is 0.229. (4) The peptide sequence is ASYNTHETICPEPTIDE. The MHC is DRB1_0101 with pseudo-sequence DRB1_0101. The binding affinity (normalized) is 0.0790. (5) The peptide sequence is EPGHLAPTGMFVAAA. The MHC is HLA-DPA10103-DPB10401 with pseudo-sequence HLA-DPA10103-DPB10401. The binding affinity (normalized) is 0.154.